Task: Predict the reaction yield, written as a fraction of the theoretical maximum amount of product (1.0 means a 100% yield; for example, 0.34 means a 34% yield).. Dataset: Reaction yield outcomes from USPTO patents with 853,638 reactions (1) The reactants are COC1C=C(OC)C=CC=1C[N:6]([C:31]1[CH:36]=[CH:35][N:34]=[CH:33][N:32]=1)[S:7]([C:10]1[CH:15]=[C:14]([F:16])[C:13]([O:17][C@H:18]2[CH2:23][CH2:22][CH2:21][CH2:20][C@@H:19]2[C:24]2[CH:29]=[CH:28][N:27]=[N:26][CH:25]=2)=[CH:12][C:11]=1[F:30])(=[O:9])=[O:8].C([SiH](CC)CC)C.FC(F)(F)C(O)=O. The catalyst is ClCCl. The product is [F:30][C:11]1[CH:12]=[C:13]([O:17][C@H:18]2[CH2:23][CH2:22][CH2:21][CH2:20][C@@H:19]2[C:24]2[CH:29]=[CH:28][N:27]=[N:26][CH:25]=2)[C:14]([F:16])=[CH:15][C:10]=1[S:7]([NH:6][C:31]1[CH:36]=[CH:35][N:34]=[CH:33][N:32]=1)(=[O:8])=[O:9]. The yield is 0.940. (2) The reactants are Cl.[F:2][C:3]1[CH:17]=[CH:16][C:6]2[C:7]([CH:10]3[CH2:15][CH2:14][NH:13][CH2:12][CH2:11]3)=[N:8][O:9][C:5]=2[CH:4]=1.Cl[CH2:19][CH2:20][CH2:21][O:22][C:23]1[CH:28]=[CH:27][C:26]([CH:29]([C:30]([CH:29]([C:26]2[CH:27]=[CH:28][C:23]([O:22][CH2:21][CH2:20][CH2:19]Cl)=[C:24]([O:48][CH3:49])[CH:25]=2)C)=O)[CH3:30])=[CH:25][C:24]=1[O:48][CH3:49].C(=O)([O-])[O-:51].[Na+].[Na+]. The catalyst is O. The product is [CH3:30][C:29]([C:26]1[CH:27]=[CH:28][C:23]([O:22][CH2:21][CH2:20][CH2:19][N:13]2[CH2:12][CH2:11][CH:10]([C:7]3[C:6]4[CH:16]=[CH:17][C:3]([F:2])=[CH:4][C:5]=4[O:9][N:8]=3)[CH2:15][CH2:14]2)=[C:24]([O:48][CH3:49])[CH:25]=1)=[O:51]. The yield is 0.873.